From a dataset of Reaction yield outcomes from USPTO patents with 853,638 reactions. Predict the reaction yield, written as a fraction of the theoretical maximum amount of product (1.0 means a 100% yield; for example, 0.34 means a 34% yield). (1) The reactants are [CH:1]1([C:4]2[O:5][C:6]3[C:7](=[C:9]([C:17]#[N:18])[C:10]([CH3:16])=[C:11]([CH:14]=[CH2:15])[C:12]=3[F:13])[N:8]=2)[CH2:3][CH2:2]1.[H][H]. The catalyst is C(OCC)(=O)C.[C].[Pd]. The product is [CH:1]1([C:4]2[O:5][C:6]3[C:7](=[C:9]([C:17]#[N:18])[C:10]([CH3:16])=[C:11]([CH2:14][CH3:15])[C:12]=3[F:13])[N:8]=2)[CH2:3][CH2:2]1. The yield is 0.960. (2) The reactants are C(O)(C(F)(F)F)=O.Br[C:9]1[NH:10][C:11]2[C:16]([C:17]=1[CH:18]1[CH2:23][CH2:22][CH2:21][CH2:20][CH2:19]1)=[CH:15][CH:14]=[C:13]([C:24]([O:26][CH3:27])=[O:25])[CH:12]=2.[CH3:28][O:29][C:30]1[CH:35]=[CH:34][C:33](B(O)O)=[C:32]([CH:39]=[O:40])[CH:31]=1.[Li+].[Cl-].C([O-])([O-])=O.[Na+].[Na+]. The catalyst is CCO.C1(C)C=CC=CC=1.C1C=CC([P]([Pd]([P](C2C=CC=CC=2)(C2C=CC=CC=2)C2C=CC=CC=2)([P](C2C=CC=CC=2)(C2C=CC=CC=2)C2C=CC=CC=2)[P](C2C=CC=CC=2)(C2C=CC=CC=2)C2C=CC=CC=2)(C2C=CC=CC=2)C2C=CC=CC=2)=CC=1.CO.CC#N. The product is [CH:18]1([C:17]2[C:16]3[C:11](=[CH:12][C:13]([C:24]([O:26][CH3:27])=[O:25])=[CH:14][CH:15]=3)[N:10]3[CH:39]([OH:40])[C:32]4[C:33]([C:9]=23)=[CH:34][CH:35]=[C:30]([O:29][CH3:28])[CH:31]=4)[CH2:23][CH2:22][CH2:21][CH2:20][CH2:19]1. The yield is 0.630. (3) The reactants are [CH3:1][O:2][C:3](=[O:26])[C:4]1[CH:9]=[C:8]([C:10]#[C:11][Si](C)(C)C)[C:7]([F:16])=[C:6]([F:17])[C:5]=1[NH:18][C:19]1[CH:24]=[CH:23][CH:22]=[CH:21][C:20]=1[Cl:25].[OH:27]S(O)(=O)=O. The catalyst is CC(C)=O.O. The product is [CH3:1][O:2][C:3](=[O:26])[C:4]1[CH:9]=[C:8]([C:10](=[O:27])[CH3:11])[C:7]([F:16])=[C:6]([F:17])[C:5]=1[NH:18][C:19]1[CH:24]=[CH:23][CH:22]=[CH:21][C:20]=1[Cl:25]. The yield is 0.730. (4) The catalyst is C(OCC)(=O)C.O.C1C=CC([P]([Pd]([P](C2C=CC=CC=2)(C2C=CC=CC=2)C2C=CC=CC=2)([P](C2C=CC=CC=2)(C2C=CC=CC=2)C2C=CC=CC=2)[P](C2C=CC=CC=2)(C2C=CC=CC=2)C2C=CC=CC=2)(C2C=CC=CC=2)C2C=CC=CC=2)=CC=1. The product is [CH:25]1([CH2:28][O:29][C:30]2[CH:31]=[N:32][CH:33]=[CH:34][C:35]=2[C:2]2[C:3]3[O:12][C:11]([CH2:13][N:14]4[CH2:19][CH2:18][N:17]([S:20]([CH3:23])(=[O:22])=[O:21])[CH2:16][C@H:15]4[CH3:24])=[CH:10][C:4]=3[C:5](=[O:9])[N:6]([CH3:8])[CH:7]=2)[CH2:26][CH2:27]1. The reactants are Br[C:2]1[C:3]2[O:12][C:11]([CH2:13][N:14]3[CH2:19][CH2:18][N:17]([S:20]([CH3:23])(=[O:22])=[O:21])[CH2:16][C@H:15]3[CH3:24])=[CH:10][C:4]=2[C:5](=[O:9])[N:6]([CH3:8])[CH:7]=1.[CH:25]1([CH2:28][O:29][C:30]2[CH:31]=[N:32][CH:33]=[CH:34][C:35]=2B2OC(C)(C)C(C)(C)O2)[CH2:27][CH2:26]1.C(=O)([O-])[O-].[Na+].[Na+]. The yield is 0.489.